Dataset: NCI-60 drug combinations with 297,098 pairs across 59 cell lines. Task: Regression. Given two drug SMILES strings and cell line genomic features, predict the synergy score measuring deviation from expected non-interaction effect. (1) Drug 1: CC1OCC2C(O1)C(C(C(O2)OC3C4COC(=O)C4C(C5=CC6=C(C=C35)OCO6)C7=CC(=C(C(=C7)OC)O)OC)O)O. Drug 2: CC1(CCCN1)C2=NC3=C(C=CC=C3N2)C(=O)N. Cell line: UACC62. Synergy scores: CSS=36.9, Synergy_ZIP=1.90, Synergy_Bliss=-0.551, Synergy_Loewe=-29.6, Synergy_HSA=-3.48. (2) Drug 1: CCN(CC)CCNC(=O)C1=C(NC(=C1C)C=C2C3=C(C=CC(=C3)F)NC2=O)C. Drug 2: CNC(=O)C1=NC=CC(=C1)OC2=CC=C(C=C2)NC(=O)NC3=CC(=C(C=C3)Cl)C(F)(F)F. Cell line: PC-3. Synergy scores: CSS=-3.06, Synergy_ZIP=0.648, Synergy_Bliss=-1.41, Synergy_Loewe=-3.45, Synergy_HSA=-3.60.